From a dataset of Forward reaction prediction with 1.9M reactions from USPTO patents (1976-2016). Predict the product of the given reaction. (1) Given the reactants [CH3:1][C:2]1[CH:8]=[CH:7][C:5]([NH2:6])=[C:4]([N+:9]([O-:11])=[O:10])[CH:3]=1.[CH2:12]([O:19][C:20]1[CH:25]=[CH:24][C:23](Br)=[CH:22][CH:21]=1)[C:13]1[CH:18]=[CH:17][CH:16]=[CH:15][CH:14]=1.C(=O)([O-])[O-].[K+].[K+], predict the reaction product. The product is: [CH2:12]([O:19][C:20]1[CH:25]=[CH:24][C:23]([NH:6][C:5]2[CH:7]=[CH:8][C:2]([CH3:1])=[CH:3][C:4]=2[N+:9]([O-:11])=[O:10])=[CH:22][CH:21]=1)[C:13]1[CH:18]=[CH:17][CH:16]=[CH:15][CH:14]=1. (2) Given the reactants [CH:1]1[C:13]2[CH:12]([CH2:14][O:15][C:16]([N:18]3[C@H:25]4[C@H:21]([N:22]([C:27]([O:29][C:30]([CH3:33])([CH3:32])[CH3:31])=[O:28])[CH2:23][C@@H:24]4[OH:26])[CH2:20][CH2:19]3)=[O:17])[C:11]3[C:6](=[CH:7][CH:8]=[CH:9][CH:10]=3)[C:5]=2[CH:4]=[CH:3][CH:2]=1.CC(OI1(OC(C)=O)(OC(C)=O)OC(=O)C2C=CC=CC1=2)=O, predict the reaction product. The product is: [CH:1]1[C:13]2[CH:12]([CH2:14][O:15][C:16]([N:18]3[C@H:25]4[C@H:21]([N:22]([C:27]([O:29][C:30]([CH3:33])([CH3:32])[CH3:31])=[O:28])[CH2:23][C:24]4=[O:26])[CH2:20][CH2:19]3)=[O:17])[C:11]3[C:6](=[CH:7][CH:8]=[CH:9][CH:10]=3)[C:5]=2[CH:4]=[CH:3][CH:2]=1. (3) Given the reactants C(N1C=CN=C1)(N1C=CN=C1)=O.[F:13][C:14]1[CH:31]=[C:30]([F:32])[C:29]([F:33])=[CH:28][C:15]=1[NH:16][C:17]1[CH:25]=[C:24]([F:26])[C:23]([F:27])=[CH:22][C:18]=1[C:19]([OH:21])=O.Cl.[CH2:35]([O:42][NH2:43])[C:36]1[CH:41]=[CH:40][CH:39]=[CH:38][CH:37]=1.C(N(CC)CC)C, predict the reaction product. The product is: [F:13][C:14]1[CH:31]=[C:30]([F:32])[C:29]([F:33])=[CH:28][C:15]=1[NH:16][C:17]1[CH:25]=[C:24]([F:26])[C:23]([F:27])=[CH:22][C:18]=1[C:19]([NH:43][O:42][CH2:35][C:36]1[CH:41]=[CH:40][CH:39]=[CH:38][CH:37]=1)=[O:21]. (4) Given the reactants Br[CH:2]1[C:7](=[O:8])[C:6]([Br:9])=[CH:5][N:4]=[CH:3]1.C1([Mg]Br)C=CC=CC=1.[Li]CCCC.[CH:23](=[O:30])[C:24]1[CH:29]=[CH:28][CH:27]=[CH:26][CH:25]=1, predict the reaction product. The product is: [Br:9][CH:6]1[C:7](=[O:8])[C:2]([CH:23]([OH:30])[C:24]2[CH:29]=[CH:28][CH:27]=[CH:26][CH:25]=2)=[CH:3][N:4]=[CH:5]1.